This data is from Peptide-MHC class I binding affinity with 185,985 pairs from IEDB/IMGT. The task is: Regression. Given a peptide amino acid sequence and an MHC pseudo amino acid sequence, predict their binding affinity value. This is MHC class I binding data. The binding affinity (normalized) is 0.285. The MHC is HLA-B35:01 with pseudo-sequence HLA-B35:01. The peptide sequence is MPNESRVKQW.